Regression. Given a peptide amino acid sequence and an MHC pseudo amino acid sequence, predict their binding affinity value. This is MHC class I binding data. From a dataset of Peptide-MHC class I binding affinity with 185,985 pairs from IEDB/IMGT. The peptide sequence is LLSCLTTPA. The MHC is HLA-A02:01 with pseudo-sequence HLA-A02:01. The binding affinity (normalized) is 0.661.